This data is from Catalyst prediction with 721,799 reactions and 888 catalyst types from USPTO. The task is: Predict which catalyst facilitates the given reaction. (1) Reactant: [C:1]([O:5][C:6]([NH:8][CH:9]([CH2:14][CH2:15][CH:16](OS(C)(=O)=O)[CH2:17][NH:18][C:19]([O:21][C:22]([CH3:25])([CH3:24])[CH3:23])=[O:20])[C:10]([O:12][CH3:13])=[O:11])=[O:7])([CH3:4])([CH3:3])[CH3:2].[C:31]([O-:34])(=[S:33])[CH3:32].[K+].O. Product: [C:31]([S:33][CH:16]([CH2:17][NH:18][C:19]([O:21][C:22]([CH3:23])([CH3:24])[CH3:25])=[O:20])[CH2:15][CH2:14][CH:9]([NH:8][C:6]([O:5][C:1]([CH3:2])([CH3:3])[CH3:4])=[O:7])[C:10]([O:12][CH3:13])=[O:11])(=[O:34])[CH3:32]. The catalyst class is: 3. (2) Reactant: [Cl:1][C:2]1[CH:7]=[CH:6][CH:5]=[CH:4][C:3]=1[C:8]1[CH:13]=[CH:12][CH:11]=[C:10]([NH:14][C:15]([C@@H:17]2[CH2:21][C@@H:20]([F:22])[CH2:19][N:18]2[C:23](=[O:39])[CH2:24][N:25]2[C:33]3[CH2:32][CH2:31][CH2:30][CH2:29][C:28]=3[C:27]([C:34]([O:36]CC)=[O:35])=[N:26]2)=[O:16])[C:9]=1[F:40].[Li+].[OH-]. Product: [Cl:1][C:2]1[CH:7]=[CH:6][CH:5]=[CH:4][C:3]=1[C:8]1[CH:13]=[CH:12][CH:11]=[C:10]([NH:14][C:15]([C@@H:17]2[CH2:21][C@@H:20]([F:22])[CH2:19][N:18]2[C:23](=[O:39])[CH2:24][N:25]2[C:33]3[CH2:32][CH2:31][CH2:30][CH2:29][C:28]=3[C:27]([C:34]([OH:36])=[O:35])=[N:26]2)=[O:16])[C:9]=1[F:40]. The catalyst class is: 200. (3) Reactant: [NH2:1][CH2:2][C:3]1[C:4]([F:21])=[C:5]([O:10][C:11]2[C:12]([Cl:20])=[C:13]([CH:16]=[C:17]([Cl:19])[CH:18]=2)[C:14]#[N:15])[C:6]([Cl:9])=[CH:7][CH:8]=1.[Cl:22][C:23]1[N:24]=[CH:25][N:26](COCC[Si](C)(C)C)[C:27]=1[C:28](O)=[O:29].CCN(C(C)C)C(C)C.CN(C(ON1N=NC2C=CC=NC1=2)=[N+](C)C)C.F[P-](F)(F)(F)(F)F. Product: [Cl:22][C:23]1[N:24]=[CH:25][NH:26][C:27]=1[C:28]([NH:1][CH2:2][C:3]1[CH:8]=[CH:7][C:6]([Cl:9])=[C:5]([O:10][C:11]2[CH:18]=[C:17]([Cl:19])[CH:16]=[C:13]([C:14]#[N:15])[C:12]=2[Cl:20])[C:4]=1[F:21])=[O:29]. The catalyst class is: 1. (4) Reactant: C(=O)([O-])[O-].[K+].[K+].[C:7]1([S:13]([N:16]2[C:24]3[C:19](=[CH:20][CH:21]=[CH:22][N:23]=3)[CH:18]=[CH:17]2)(=[O:15])=[O:14])[CH:12]=[CH:11][CH:10]=[CH:9][CH:8]=1.[Br:25]NC(=O)CCC(N)=O. Product: [C:7]1([S:13]([N:16]2[C:24]3=[N:23][CH:22]=[CH:21][CH:20]=[C:19]3[C:18]([Br:25])=[CH:17]2)(=[O:15])=[O:14])[CH:8]=[CH:9][CH:10]=[CH:11][CH:12]=1. The catalyst class is: 1. (5) Reactant: [Cl-].[CH3:2][S:3]([O:6][C:7]1[CH:12]=[CH:11][CH:10]=[CH:9][C:8]=1[CH:13]1[O:17][N:16]=[C:15]([C:18]2[N:19]=[C:20]([CH:23]3[CH2:28][CH2:27][NH2+:26][CH2:25][CH2:24]3)[S:21][CH:22]=2)[CH2:14]1)(=[O:5])=[O:4].[Si:29]([O:36][CH2:37][C:38](O)=[O:39])([C:32]([CH3:35])([CH3:34])[CH3:33])([CH3:31])[CH3:30].C(N(C(C)C)CC)(C)C.[B-](F)(F)(F)F.CN(C(ON1N=NC2C1=CC=CC=2)=[N+](C)C)C. Product: [CH3:2][S:3]([O:6][C:7]1[CH:12]=[CH:11][CH:10]=[CH:9][C:8]=1[CH:13]1[O:17][N:16]=[C:15]([C:18]2[N:19]=[C:20]([CH:23]3[CH2:28][CH2:27][N:26]([C:38](=[O:39])[CH2:37][O:36][Si:29]([C:32]([CH3:34])([CH3:33])[CH3:35])([CH3:30])[CH3:31])[CH2:25][CH2:24]3)[S:21][CH:22]=2)[CH2:14]1)(=[O:4])=[O:5]. The catalyst class is: 9. (6) Reactant: [NH2:1][C:2]1[CH:3]=[CH:4][C:5]([F:8])=[N:6][CH:7]=1.[C:9]([O:13][C:14](O[C:14]([O:13][C:9]([CH3:12])([CH3:11])[CH3:10])=[O:15])=[O:15])([CH3:12])([CH3:11])[CH3:10]. Product: [C:9]([O:13][C:14](=[O:15])[NH:1][C:2]1[CH:7]=[N:6][C:5]([F:8])=[CH:4][CH:3]=1)([CH3:12])([CH3:11])[CH3:10]. The catalyst class is: 630.